Dataset: Peptide-MHC class I binding affinity with 185,985 pairs from IEDB/IMGT. Task: Regression. Given a peptide amino acid sequence and an MHC pseudo amino acid sequence, predict their binding affinity value. This is MHC class I binding data. (1) The peptide sequence is IMPARFYPK. The MHC is HLA-A03:01 with pseudo-sequence HLA-A03:01. The binding affinity (normalized) is 0.778. (2) The peptide sequence is RLASIELPSV. The MHC is HLA-A02:01 with pseudo-sequence HLA-A02:01. The binding affinity (normalized) is 1.00.